Dataset: Catalyst prediction with 721,799 reactions and 888 catalyst types from USPTO. Task: Predict which catalyst facilitates the given reaction. The catalyst class is: 3. Product: [F:1][C:2]1[CH:30]=[CH:29][CH:28]=[C:27]([F:31])[C:3]=1[CH2:4][O:5][C:6]1[CH:7]=[CH:8][C:9]([CH3:26])=[C:10]([N:12]2[CH2:21][C:20]3[C:15](=[CH:16][C:17]([C:22]#[N:24])=[CH:18][CH:19]=3)[NH:14][C:13]2=[O:25])[CH:11]=1. Reactant: [F:1][C:2]1[CH:30]=[CH:29][CH:28]=[C:27]([F:31])[C:3]=1[CH2:4][O:5][C:6]1[CH:7]=[CH:8][C:9]([CH3:26])=[C:10]([N:12]2[CH2:21][C:20]3[C:15](=[CH:16][C:17]([C:22]([NH2:24])=O)=[CH:18][CH:19]=3)[NH:14][C:13]2=[O:25])[CH:11]=1.S(Cl)(Cl)=O.